This data is from Reaction yield outcomes from USPTO patents with 853,638 reactions. The task is: Predict the reaction yield, written as a fraction of the theoretical maximum amount of product (1.0 means a 100% yield; for example, 0.34 means a 34% yield). (1) The reactants are [Br:1][C:2]1[C:11]([O:12][CH2:13][CH3:14])=[N:10][C:9](N)=[C:8]2[C:3]=1[CH:4]=[CH:5][CH:6]=[N:7]2.N([O-])=O.[Na+].C([O-])(O)=O.[Na+].[FH:25].N1C=CC=CC=1. The product is [Br:1][C:2]1[C:11]([O:12][CH2:13][CH3:14])=[N:10][C:9]([F:25])=[C:8]2[C:3]=1[CH:4]=[CH:5][CH:6]=[N:7]2. The yield is 0.850. No catalyst specified. (2) The reactants are [F:1][C:2]1[CH:3]=[C:4]([NH:9][C:10]([NH:12][C@H:13]2[CH2:21][C@H:20]3[C@:16]([C:22]4[CH:27]=[CH:26][C:25]([O:28][CH3:29])=[C:24]([O:30][CH3:31])[CH:23]=4)([CH2:17][CH2:18][NH:19]3)[CH2:15][CH2:14]2)=[O:11])[CH:5]=[CH:6][C:7]=1[F:8].C(O)(=O)C.[Cl:36][CH2:37][CH:38]=O.[BH3-]C#N.[Na+]. The catalyst is CO. The product is [Cl:36][CH2:37][CH2:38][N:19]1[C@@H:20]2[C@@:16]([C:22]3[CH:27]=[CH:26][C:25]([O:28][CH3:29])=[C:24]([O:30][CH3:31])[CH:23]=3)([CH2:15][CH2:14][C@@H:13]([NH:12][C:10]([NH:9][C:4]3[CH:5]=[CH:6][C:7]([F:8])=[C:2]([F:1])[CH:3]=3)=[O:11])[CH2:21]2)[CH2:17][CH2:18]1. The yield is 1.00. (3) The reactants are N(C(OCC)=O)=NC(OCC)=O.[Br:13][C:14]1[CH:33]=[CH:32][C:17]([NH:18][C:19]2[C:28]3[C:23](=[CH:24][C:25]([OH:31])=[C:26]([O:29][CH3:30])[CH:27]=3)[N:22]=[CH:21][N:20]=2)=[C:16]([F:34])[CH:15]=1.C1(P(C2C=CC=CC=2)C2C=CC=CC=2)C=CC=CC=1.[CH3:54][NH:55][CH2:56][CH2:57][CH2:58]O. The catalyst is C(Cl)Cl. The product is [Br:13][C:14]1[CH:33]=[CH:32][C:17]([NH:18][C:19]2[C:28]3[C:23](=[CH:24][C:25]([O:31][CH2:58][CH2:57][CH2:56][NH:55][CH3:54])=[C:26]([O:29][CH3:30])[CH:27]=3)[N:22]=[CH:21][N:20]=2)=[C:16]([F:34])[CH:15]=1. The yield is 0.500. (4) The reactants are [F:1][C:2]([F:24])([F:23])[C:3]1[CH:4]=[C:5]([C:13]2[N:17]=[CH:16][N:15](/[CH:18]=[CH:19]\[C:20]([OH:22])=O)[N:14]=2)[CH:6]=[C:7]([C:9]([F:12])([F:11])[F:10])[CH:8]=1.[CH3:25][N:26]([C:28]1[CH:29]=[N:30][CH:31]=[CH:32][CH:33]=1)[NH2:27].C(P1(=O)OP(CCC)(=O)OP(CCC)(=O)O1)CC.CCN(C(C)C)C(C)C. The catalyst is C(Cl)Cl.O.CO. The product is [F:11][C:9]([F:12])([F:10])[C:7]1[CH:6]=[C:5]([C:13]2[N:17]=[CH:16][N:15](/[CH:18]=[CH:19]\[C:20]([NH:27][N:26]([CH3:25])[C:28]3[CH:29]=[N:30][CH:31]=[CH:32][CH:33]=3)=[O:22])[N:14]=2)[CH:4]=[C:3]([C:2]([F:24])([F:23])[F:1])[CH:8]=1. The yield is 0.430.